This data is from Full USPTO retrosynthesis dataset with 1.9M reactions from patents (1976-2016). The task is: Predict the reactants needed to synthesize the given product. (1) Given the product [C:1]([O:14][CH2:13][CH:11]1[CH2:10][O:12]1)(=[O:8])[C:2]1[CH:7]=[CH:6][CH:5]=[CH:4][CH:3]=1, predict the reactants needed to synthesize it. The reactants are: [C:1](Cl)(=[O:8])[C:2]1[CH:7]=[CH:6][CH:5]=[CH:4][CH:3]=1.[CH2:10]1[O:12][CH:11]1[CH2:13][OH:14].N1C=CC=CC=1. (2) Given the product [BrH:26].[NH2:7][CH2:8][CH2:9][N:10]1[C:14]([NH2:15])=[C:13]([NH2:23])[CH:12]=[N:11]1.[BrH:26], predict the reactants needed to synthesize it. The reactants are: C(OC(=O)[NH:7][CH2:8][CH2:9][N:10]1[C:14]([NH:15]CC2C=CC=CC=2)=[C:13]([N+:23]([O-])=O)[C:12]([Br:26])=[N:11]1)(C)(C)C.